Predict which catalyst facilitates the given reaction. From a dataset of Catalyst prediction with 721,799 reactions and 888 catalyst types from USPTO. (1) Reactant: CO[C:3](=[O:36])[C:4]([N:7]([C:28]1[CH:33]=[CH:32][C:31]([Cl:34])=[C:30]([Cl:35])[CH:29]=1)[C:8](=[O:27])[CH2:9][C:10]1[CH:15]=[CH:14][C:13]([O:16][CH3:17])=[C:12]([O:18][CH2:19][CH2:20][N:21]2[CH2:26][CH2:25][CH2:24][CH2:23][CH2:22]2)[CH:11]=1)([CH3:6])[CH3:5].[H-].[Na+].Cl. Product: [Cl:35][C:30]1[CH:29]=[C:28]([N:7]2[C:4]([CH3:6])([CH3:5])[C:3]([OH:36])=[C:9]([C:10]3[CH:15]=[CH:14][C:13]([O:16][CH3:17])=[C:12]([O:18][CH2:19][CH2:20][N:21]4[CH2:26][CH2:25][CH2:24][CH2:23][CH2:22]4)[CH:11]=3)[C:8]2=[O:27])[CH:33]=[CH:32][C:31]=1[Cl:34]. The catalyst class is: 168. (2) Reactant: [CH2:1]([N:8]([CH2:15][C:16]1[CH:21]=[CH:20][CH:19]=[CH:18][CH:17]=1)[C:9]1([C:13]#[N:14])[CH2:12][O:11][CH2:10]1)[C:2]1[CH:7]=[CH:6][CH:5]=[CH:4][CH:3]=1.O1CC(=O)C1.C(NCC1C=CC=CC=1)C1C=CC=CC=1.C[Si](C#N)(C)C. Product: [NH2:14][CH2:13][C:9]1([N:8]([CH2:1][C:2]2[CH:7]=[CH:6][CH:5]=[CH:4][CH:3]=2)[CH2:15][C:16]2[CH:21]=[CH:20][CH:19]=[CH:18][CH:17]=2)[CH2:12][O:11][CH2:10]1. The catalyst class is: 94. (3) Reactant: [CH:1]([O:4][C:5]([N:7]1[CH2:12][CH2:11][CH:10]([O:13][N:14]=[C:15]2[CH2:20][CH2:19][N:18]([C:21]3[CH:26]=[C:25]([F:27])[C:24]([NH2:28])=[CH:23][C:22]=3[F:29])[CH2:17][CH2:16]2)[CH2:9][CH2:8]1)=[O:6])([CH3:3])[CH3:2].C(N(CC)CC)C.[S:37](Cl)([CH3:40])(=[O:39])=[O:38]. Product: [CH:1]([O:4][C:5]([N:7]1[CH2:12][CH2:11][CH:10]([O:13][N:14]=[C:15]2[CH2:20][CH2:19][N:18]([C:21]3[CH:26]=[C:25]([F:27])[C:24]([NH:28][S:37]([CH3:40])(=[O:39])=[O:38])=[CH:23][C:22]=3[F:29])[CH2:17][CH2:16]2)[CH2:9][CH2:8]1)=[O:6])([CH3:3])[CH3:2]. The catalyst class is: 2. (4) Reactant: [CH3:1][O:2][C:3]([C@:5]1([C:17]2[CH:22]=[CH:21][CH:20]=[C:19]([F:23])[C:18]=2[CH3:24])[CH2:9][CH2:8][C:7]([C:10]2[CH:11]=[N:12][CH:13]=[C:14]([F:16])[CH:15]=2)=[CH:6]1)=[O:4].C([O-])=O.[NH4+]. Product: [F:23][C:19]1[C:18]([CH3:24])=[C:17]([C@@:5]2([C:3]([O:2][CH3:1])=[O:4])[CH2:9][CH2:8][C@@H:7]([C:10]3[CH:11]=[N:12][CH:13]=[C:14]([F:16])[CH:15]=3)[CH2:6]2)[CH:22]=[CH:21][CH:20]=1. The catalyst class is: 29. (5) Reactant: [F:1][C:2]1[CH:7]=[CH:6][C:5]([C:8]([OH:28])([CH2:25][CH:26]=[CH2:27])[CH2:9][CH2:10][NH:11][CH2:12][CH:13]2[CH2:18][CH2:17][N:16]([C:19]3[CH:24]=[CH:23][CH:22]=[CH:21][CH:20]=3)[CH2:15][CH2:14]2)=[CH:4][CH:3]=1.Cl[C:30](Cl)([O:32]C(=O)OC(Cl)(Cl)Cl)Cl.C1CCN2C(=NCCC2)CC1. Product: [CH2:25]([C:8]1([C:5]2[CH:4]=[CH:3][C:2]([F:1])=[CH:7][CH:6]=2)[O:28][C:30](=[O:32])[N:11]([CH2:12][CH:13]2[CH2:14][CH2:15][N:16]([C:19]3[CH:20]=[CH:21][CH:22]=[CH:23][CH:24]=3)[CH2:17][CH2:18]2)[CH2:10][CH2:9]1)[CH:26]=[CH2:27]. The catalyst class is: 859. (6) Reactant: [NH2:1][C:2]1[CH:3]=[C:4]([C:8]2[NH:9][C:10]([C:13]3[C:14]([NH2:20])=[N:15][CH:16]=[C:17](Br)[N:18]=3)=[N:11][N:12]=2)[CH:5]=[CH:6][CH:7]=1.[CH2:21]([S:23]([N:26]1[CH2:31][CH2:30][NH:29][CH2:28][CH2:27]1)(=[O:25])=[O:24])[CH3:22].CCOC(C)=O. Product: [NH2:1][C:2]1[CH:3]=[C:4]([C:8]2[NH:9][C:10]([C:13]3[C:14]([NH2:20])=[N:15][CH:16]=[C:17]([N:29]4[CH2:28][CH2:27][N:26]([S:23]([CH2:21][CH3:22])(=[O:24])=[O:25])[CH2:31][CH2:30]4)[N:18]=3)=[N:11][N:12]=2)[CH:5]=[CH:6][CH:7]=1. The catalyst class is: 6.